The task is: Regression/Classification. Given a drug SMILES string, predict its toxicity properties. Task type varies by dataset: regression for continuous values (e.g., LD50, hERG inhibition percentage) or binary classification for toxic/non-toxic outcomes (e.g., AMES mutagenicity, cardiotoxicity, hepatotoxicity). Dataset: herg_karim.. This data is from hERG potassium channel inhibition data for cardiac toxicity prediction from Karim et al.. (1) The compound is O=c1ccc(-c2nc3cc(Cl)c(Cl)cc3n2Cc2ccc(Cl)c(Cl)c2)c[nH]1. The result is 1 (blocker). (2) The molecule is CNC(=O)c1ccc(-c2ccc(N3C(=O)N(c4cc(OC)ncn4)C4(CCN(Cc5ncccc5C)CC4)C3=O)cc2)cc1. The result is 1 (blocker). (3) The molecule is Cn1cc2c(OCC3CCN(CCN4CCOCC4)CC3)nc3ccccc3c2c1. The result is 1 (blocker). (4) The compound is N#CC1(NC(=O)[C@@H]2CCCC[C@H]2C(=O)N2CCN(c3nc4ccccc4s3)CC2)CC1. The result is 1 (blocker). (5) The drug is O=C1CCCN1C1CCN(Cc2ccc(Oc3nc4ccccc4s3)cc2)CC1. The result is 0 (non-blocker).